From a dataset of Catalyst prediction with 721,799 reactions and 888 catalyst types from USPTO. Predict which catalyst facilitates the given reaction. (1) Reactant: Br[C:2]1[CH:3]=[C:4]2[C:24]([C:25]3([C:38]4[CH:37]=[CH:36][CH:35]=[CH:34][C:33]=4[C:32]4[C:27]3=[CH:28][CH:29]=[CH:30][CH:31]=4)[CH:26]=1)=[C:7]1[CH:8]=[C:9]3[C:22](=[CH:23][C:6]1=[CH:5]2)[C:21]1[C:16](=[CH:17][CH:18]=[CH:19][CH:20]=1)[C:15]1[C:10]3=[CH:11][CH:12]=[CH:13][CH:14]=1.[B:39]1([B:39]2[O:43][C:42]([CH3:45])([CH3:44])[C:41]([CH3:47])([CH3:46])[O:40]2)[O:43][C:42]([CH3:45])([CH3:44])[C:41]([CH3:47])([CH3:46])[O:40]1.C([O-])(=O)C.[K+]. Product: [CH3:46][C:41]1([CH3:47])[C:42]([CH3:45])([CH3:44])[O:43][B:39]([C:2]2[CH:3]=[C:4]3[C:24]([C:25]4([C:38]5[CH:37]=[CH:36][CH:35]=[CH:34][C:33]=5[C:32]5[C:27]4=[CH:28][CH:29]=[CH:30][CH:31]=5)[CH:26]=2)=[C:7]2[CH:8]=[C:9]4[C:22](=[CH:23][C:6]2=[CH:5]3)[C:21]2[C:16](=[CH:17][CH:18]=[CH:19][CH:20]=2)[C:15]2[C:10]4=[CH:11][CH:12]=[CH:13][CH:14]=2)[O:40]1. The catalyst class is: 203. (2) Reactant: [CH3:1][NH:2][CH2:3][C:4]1[N:5]([C:9]2[CH:10]=[C:11]3[C:15](=[CH:16][CH:17]=2)[N:14]([C:18]([O:20][C:21]([CH3:24])([CH3:23])[CH3:22])=[O:19])[CH2:13][CH2:12]3)[CH:6]=[CH:7][N:8]=1.C(N(CC)CC)C.[CH3:32][S:33](Cl)(=[O:35])=[O:34].Cl. Product: [CH3:1][N:2]([CH2:3][C:4]1[N:5]([C:9]2[CH:10]=[C:11]3[C:15](=[CH:16][CH:17]=2)[N:14]([C:18]([O:20][C:21]([CH3:24])([CH3:23])[CH3:22])=[O:19])[CH2:13][CH2:12]3)[CH:6]=[CH:7][N:8]=1)[S:33]([CH3:32])(=[O:35])=[O:34]. The catalyst class is: 4.